Task: Predict which catalyst facilitates the given reaction.. Dataset: Catalyst prediction with 721,799 reactions and 888 catalyst types from USPTO (1) Reactant: O=[C:2]1[CH2:6][S:5][CH2:4][CH:3]1[C:7]([O:9][CH3:10])=[O:8].[NH2:11]O.Cl. Product: [NH2:11][C:2]1[C:3]([C:7]([O:9][CH3:10])=[O:8])=[CH:4][S:5][CH:6]=1. The catalyst class is: 23. (2) Reactant: [H-].[Na+].[F:3][C:4]1[CH:9]=[C:8]([F:10])[CH:7]=[CH:6][C:5]=1[SH:11].Br[CH2:13][CH2:14][CH2:15][O:16][CH:17]1[CH2:22][CH2:21][CH2:20][CH2:19][O:18]1. Product: [F:3][C:4]1[CH:9]=[C:8]([F:10])[CH:7]=[CH:6][C:5]=1[S:11][CH2:13][CH2:14][CH2:15][O:16][CH:17]1[CH2:22][CH2:21][CH2:20][CH2:19][O:18]1. The catalyst class is: 1. (3) Reactant: [Cl:1][C:2]1[C:3]([C:12]([OH:14])=[O:13])=[N:4][C:5]([Cl:11])=[C:6]([Cl:10])[C:7]=1NN.O.Cl[O-].[Na+].Cl. Product: [Cl:1][C:2]1[C:3]([C:12]([OH:14])=[O:13])=[N:4][C:5]([Cl:11])=[C:6]([Cl:10])[CH:7]=1. The catalyst class is: 74.